This data is from Reaction yield outcomes from USPTO patents with 853,638 reactions. The task is: Predict the reaction yield, written as a fraction of the theoretical maximum amount of product (1.0 means a 100% yield; for example, 0.34 means a 34% yield). (1) The reactants are [CH3:1][N:2]1[CH:6]=[C:5]([C:7]2[N:8]=[C:9]3[C:15]([C:16](O)=[O:17])=[CH:14][N:13]([CH2:19][O:20][CH2:21][CH2:22][Si:23]([CH3:26])([CH3:25])[CH3:24])[C:10]3=[N:11][CH:12]=2)[CH:4]=[N:3]1.Cl.[NH2:28][C@@H:29]([CH3:35])[C:30]([CH3:34])([CH3:33])[C:31]#[N:32].C(Cl)CCl.C1C=CC2N(O)N=NC=2C=1.CCN(C(C)C)C(C)C. The catalyst is CN(C=O)C. The product is [C:31]([C:30]([CH3:34])([CH3:33])[C@@H:29]([NH:28][C:16]([C:15]1[C:9]2[C:10](=[N:11][CH:12]=[C:7]([C:5]3[CH:4]=[N:3][N:2]([CH3:1])[CH:6]=3)[N:8]=2)[N:13]([CH2:19][O:20][CH2:21][CH2:22][Si:23]([CH3:25])([CH3:24])[CH3:26])[CH:14]=1)=[O:17])[CH3:35])#[N:32]. The yield is 0.990. (2) The reactants are [Br-].[CH3:2][C:3]1[CH:4]=[C:5]([S+:24]2[C:28]3[CH:29]=[CH:30][CH:31]=[CH:32][C:27]=3[C:26]3[CH:33]=[CH:34][CH:35]=[CH:36][C:25]2=3)[CH:6]=[C:7]([CH3:23])[C:8]=1[O:9][CH2:10][C:11](=[O:22])[O:12][C:13]([C:16]1[CH:21]=[CH:20][CH:19]=[CH:18][CH:17]=1)([CH3:15])[CH3:14].[CH3:37][C@:38]12[CH2:54][CH2:53][C:52](=[O:55])[CH2:51][CH:50]1[CH2:49][C:48](=[O:56])[C@@H:47]1[C@@H:39]2[CH2:40][C:41](=[O:77])[C@@:42]2([CH3:76])[C@H:46]1[CH2:45][CH2:44][C@@H:43]2[C@H:57]([CH3:75])[CH2:58][CH2:59][C:60]([O:62][CH2:63][CH2:64][C:65]([F:74])([F:73])[C:66]([F:72])([F:71])[S:67]([O-:70])(=[O:69])=[O:68])=[O:61].[Na+].O. The catalyst is ClCCl. The product is [CH3:37][C@:38]12[CH2:54][CH2:53][C:52](=[O:55])[CH2:51][CH:50]1[CH2:49][C:48](=[O:56])[C@@H:47]1[C@@H:39]2[CH2:40][C:41](=[O:77])[C@@:42]2([CH3:76])[C@H:46]1[CH2:45][CH2:44][C@@H:43]2[C@H:57]([CH3:75])[CH2:58][CH2:59][C:60]([O:62][CH2:63][CH2:64][C:65]([F:74])([F:73])[C:66]([F:71])([F:72])[S:67]([O-:70])(=[O:68])=[O:69])=[O:61].[CH3:23][C:7]1[CH:6]=[C:5]([S+:24]2[C:28]3[CH:29]=[CH:30][CH:31]=[CH:32][C:27]=3[C:26]3[CH:33]=[CH:34][CH:35]=[CH:36][C:25]2=3)[CH:4]=[C:3]([CH3:2])[C:8]=1[O:9][CH2:10][C:11](=[O:22])[O:12][C:13]([C:16]1[CH:17]=[CH:18][CH:19]=[CH:20][CH:21]=1)([CH3:15])[CH3:14]. The yield is 0.790. (3) The reactants are [CH3:1][C:2]1[C:7]([C:8]([O:10][CH2:11][CH3:12])=[O:9])=[C:6]([CH3:13])[CH:5]=[CH:4][N:3]=1.[CH:14]1(C(O)=O)[CH2:16][CH2:15]1.S(OOS([O-])(=O)=O)([O-])(=O)=O.[NH4+].[NH4+].[NH4+].[OH-]. The catalyst is OS(O)(=O)=O.O.[N+]([O-])([O-])=O.[Ag+]. The product is [CH2:11]([O:10][C:8](=[O:9])[C:7]1[C:6]([CH3:13])=[CH:5][C:4]([CH:14]2[CH2:16][CH2:15]2)=[N:3][C:2]=1[CH3:1])[CH3:12]. The yield is 0.180. (4) The yield is 0.300. The product is [CH3:26][CH:27]1[CH2:31][CH:30]([C:32]([O:34][CH3:1])=[O:33])[CH:29]([CH2:35][CH2:36][CH2:37][CH2:38][CH3:39])[C:28]1=[O:40]. The catalyst is CN(C)C=O.O.C(O)(=O)C. The reactants are [C:1](C1CC(C)(C(OC)=O)C(=O)C1CCCCC)#N.S(=O)(=O)(O)O.[OH-].[Na+].[CH3:26][CH:27]1[CH2:31][CH:30]([C:32]([OH:34])=[O:33])[CH:29]([CH2:35][CH2:36][CH2:37][CH2:38][CH3:39])[C:28]1=[O:40].C(=O)([O-])[O-].[K+].[K+].CI.[Na+].[Cl-]. (5) The reactants are [F:1][C:2]([F:14])([F:13])[C:3]([C:9]([F:12])([F:11])[F:10])([OH:8])[CH2:4][CH2:5][CH2:6][OH:7].C[Li].[CH2:17]([Li])CCC.[C:22](Cl)(=[O:25])[CH:23]=[CH2:24].C(Cl)(=O)C(C)=C. No catalyst specified. The product is [C:22]([O:7][CH2:6][CH:5]([CH3:17])[CH2:4][C:3]([C:9]([F:10])([F:11])[F:12])([OH:8])[C:2]([F:13])([F:14])[F:1])(=[O:25])[CH:23]=[CH2:24]. The yield is 0.860.